From a dataset of Peptide-MHC class I binding affinity with 185,985 pairs from IEDB/IMGT. Regression. Given a peptide amino acid sequence and an MHC pseudo amino acid sequence, predict their binding affinity value. This is MHC class I binding data. (1) The peptide sequence is ITLFPSYQL. The MHC is HLA-B15:01 with pseudo-sequence HLA-B15:01. The binding affinity (normalized) is 0.0847. (2) The peptide sequence is YLRQRQAAL. The MHC is HLA-B35:01 with pseudo-sequence HLA-B35:01. The binding affinity (normalized) is 0.0847. (3) The peptide sequence is TTANWLWALL. The MHC is HLA-A68:02 with pseudo-sequence YYAMYRNNVAQTDVDTLYIRYHYYTWAVWAYTWY. The binding affinity (normalized) is 0.861. (4) The binding affinity (normalized) is 0.785. The MHC is HLA-B08:01 with pseudo-sequence HLA-B08:01. The peptide sequence is MLLNRFTMA. (5) The peptide sequence is RVYLNGIGK. The MHC is HLA-A03:01 with pseudo-sequence HLA-A03:01. The binding affinity (normalized) is 0.613. (6) The peptide sequence is LRNIYETEF. The MHC is HLA-C04:01 with pseudo-sequence HLA-C04:01. The binding affinity (normalized) is 0.0847. (7) The peptide sequence is IEAEVIPA. The MHC is HLA-B18:01 with pseudo-sequence HLA-B18:01. The binding affinity (normalized) is 0.635. (8) The peptide sequence is WRSATETL. The MHC is Mamu-B03 with pseudo-sequence Mamu-B03. The binding affinity (normalized) is 0.0906. (9) The peptide sequence is EGFLKAAMF. The MHC is HLA-A01:01 with pseudo-sequence HLA-A01:01. The binding affinity (normalized) is 0.0847.